From a dataset of Forward reaction prediction with 1.9M reactions from USPTO patents (1976-2016). Predict the product of the given reaction. Given the reactants [Cl:1][C:2]1[CH:7]=[C:6]([Cl:8])[CH:5]=[C:4]([N+:9]([O-])=O)[C:3]=1[O:12][CH3:13], predict the reaction product. The product is: [Cl:1][C:2]1[C:3]([O:12][CH3:13])=[C:4]([NH2:9])[CH:5]=[C:6]([Cl:8])[CH:7]=1.